This data is from NCI-60 drug combinations with 297,098 pairs across 59 cell lines. The task is: Regression. Given two drug SMILES strings and cell line genomic features, predict the synergy score measuring deviation from expected non-interaction effect. (1) Drug 1: CC1=CC=C(C=C1)C2=CC(=NN2C3=CC=C(C=C3)S(=O)(=O)N)C(F)(F)F. Drug 2: CC1=C2C(C(=O)C3(C(CC4C(C3C(C(C2(C)C)(CC1OC(=O)C(C(C5=CC=CC=C5)NC(=O)OC(C)(C)C)O)O)OC(=O)C6=CC=CC=C6)(CO4)OC(=O)C)O)C)O. Cell line: NCI-H522. Synergy scores: CSS=12.7, Synergy_ZIP=16.1, Synergy_Bliss=16.2, Synergy_Loewe=11.4, Synergy_HSA=9.25. (2) Drug 1: C1=NC2=C(N=C(N=C2N1C3C(C(C(O3)CO)O)F)Cl)N. Drug 2: CC(C)NC(=O)C1=CC=C(C=C1)CNNC.Cl. Cell line: HCT116. Synergy scores: CSS=7.95, Synergy_ZIP=-4.42, Synergy_Bliss=1.60, Synergy_Loewe=-27.0, Synergy_HSA=-1.41. (3) Drug 1: CC1=C2C(C(=O)C3(C(CC4C(C3C(C(C2(C)C)(CC1OC(=O)C(C(C5=CC=CC=C5)NC(=O)OC(C)(C)C)O)O)OC(=O)C6=CC=CC=C6)(CO4)OC(=O)C)O)C)O. Drug 2: CC1CCCC2(C(O2)CC(NC(=O)CC(C(C(=O)C(C1O)C)(C)C)O)C(=CC3=CSC(=N3)C)C)C. Cell line: SN12C. Synergy scores: CSS=49.8, Synergy_ZIP=3.10, Synergy_Bliss=3.17, Synergy_Loewe=-8.54, Synergy_HSA=1.40. (4) Drug 1: C1C(C(OC1N2C=NC3=C(N=C(N=C32)Cl)N)CO)O. Drug 2: CC1C(C(CC(O1)OC2CC(OC(C2O)C)OC3=CC4=CC5=C(C(=O)C(C(C5)C(C(=O)C(C(C)O)O)OC)OC6CC(C(C(O6)C)O)OC7CC(C(C(O7)C)O)OC8CC(C(C(O8)C)O)(C)O)C(=C4C(=C3C)O)O)O)O. Cell line: SF-295. Synergy scores: CSS=33.3, Synergy_ZIP=-3.08, Synergy_Bliss=-3.44, Synergy_Loewe=-2.20, Synergy_HSA=-1.35. (5) Drug 1: CC=C1C(=O)NC(C(=O)OC2CC(=O)NC(C(=O)NC(CSSCCC=C2)C(=O)N1)C(C)C)C(C)C. Drug 2: CC12CCC3C(C1CCC2OP(=O)(O)O)CCC4=C3C=CC(=C4)OC(=O)N(CCCl)CCCl.[Na+]. Cell line: EKVX. Synergy scores: CSS=25.5, Synergy_ZIP=-1.64, Synergy_Bliss=-1.62, Synergy_Loewe=0.901, Synergy_HSA=1.02. (6) Drug 1: CCC1(CC2CC(C3=C(CCN(C2)C1)C4=CC=CC=C4N3)(C5=C(C=C6C(=C5)C78CCN9C7C(C=CC9)(C(C(C8N6C)(C(=O)OC)O)OC(=O)C)CC)OC)C(=O)OC)O.OS(=O)(=O)O. Drug 2: C#CCC(CC1=CN=C2C(=N1)C(=NC(=N2)N)N)C3=CC=C(C=C3)C(=O)NC(CCC(=O)O)C(=O)O. Cell line: SF-539. Synergy scores: CSS=1.95, Synergy_ZIP=6.55, Synergy_Bliss=3.48, Synergy_Loewe=-3.36, Synergy_HSA=-0.578.